Task: Predict the reactants needed to synthesize the given product.. Dataset: Full USPTO retrosynthesis dataset with 1.9M reactions from patents (1976-2016) (1) Given the product [Br:1][C:2]1[CH:3]=[C:4]([CH:9]=[C:10](/[CH:13]=[CH:14]/[CH2:15][O:16][CH3:17])[C:11]=1[CH3:12])[CH:5]=[O:6], predict the reactants needed to synthesize it. The reactants are: [Br:1][C:2]1[CH:3]=[C:4]([CH:9]=[C:10](/[CH:13]=[CH:14]/[CH2:15][O:16][CH3:17])[C:11]=1[CH3:12])[C:5](OC)=[O:6].CC(C[AlH]CC(C)C)C.CC(OI1(OC(C)=O)(OC(C)=O)OC(=O)C2C=CC=CC1=2)=O.C(=O)(O)[O-].[Na+]. (2) Given the product [C:1]([O:5][C:6](=[O:26])[NH:7][C@H:8]1[CH2:13][C:12](=[O:16])[CH2:11][O:10][C@@H:9]1[C:17]1[CH:22]=[C:21]([F:23])[C:20]([F:24])=[CH:19][C:18]=1[F:25])([CH3:4])([CH3:2])[CH3:3], predict the reactants needed to synthesize it. The reactants are: [C:1]([O:5][C:6](=[O:26])[NH:7][C@H:8]1[CH2:13][C:12]([OH:16])(CO)[CH2:11][O:10][C@@H:9]1[C:17]1[CH:22]=[C:21]([F:23])[C:20]([F:24])=[CH:19][C:18]=1[F:25])([CH3:4])([CH3:3])[CH3:2].I([O-])(=O)(=O)=O.[Na+]. (3) Given the product [NH2:27][C:17]1[C:18]([NH:19][C@@H:20]2[CH2:25][CH2:24][CH2:23][C@@H:22]([OH:26])[CH2:21]2)=[C:13]2[CH:12]=[CH:11][N:10]([S:7]([C:1]3[CH:2]=[CH:3][CH:4]=[CH:5][CH:6]=3)(=[O:9])=[O:8])[C:14]2=[N:15][CH:16]=1, predict the reactants needed to synthesize it. The reactants are: [C:1]1([S:7]([N:10]2[C:14]3=[N:15][CH:16]=[C:17]([N+:27]([O-])=O)[C:18]([NH:19][C@@H:20]4[CH2:25][CH2:24][CH2:23][C@@H:22]([OH:26])[CH2:21]4)=[C:13]3[CH:12]=[CH:11]2)(=[O:9])=[O:8])[CH:6]=[CH:5][CH:4]=[CH:3][CH:2]=1.[H][H]. (4) Given the product [CH3:48][N:47]([CH3:49])[CH2:46][CH2:45][CH2:44][N:1]1[CH:5]=[C:4]([C:6]2[C:14]3[C:13]([NH:15][C@H:16]([C:18]4[N:23]([C:24]5[CH:25]=[CH:26][CH:27]=[CH:28][CH:29]=5)[C:22](=[O:30])[C:21]5=[C:31]([CH3:34])[CH:32]=[CH:33][N:20]5[N:19]=4)[CH3:17])=[N:12][CH:11]=[N:10][C:9]=3[N:8]([CH2:35][O:36][CH2:37][CH2:38][Si:39]([CH3:40])([CH3:42])[CH3:41])[CH:7]=2)[CH:3]=[N:2]1, predict the reactants needed to synthesize it. The reactants are: [NH:1]1[CH:5]=[C:4]([C:6]2[C:14]3[C:13]([NH:15][C@H:16]([C:18]4[N:23]([C:24]5[CH:29]=[CH:28][CH:27]=[CH:26][CH:25]=5)[C:22](=[O:30])[C:21]5=[C:31]([CH3:34])[CH:32]=[CH:33][N:20]5[N:19]=4)[CH3:17])=[N:12][CH:11]=[N:10][C:9]=3[N:8]([CH2:35][O:36][CH2:37][CH2:38][Si:39]([CH3:42])([CH3:41])[CH3:40])[CH:7]=2)[CH:3]=[N:2]1.Cl[CH2:44][CH2:45][CH2:46][N:47]([CH3:49])[CH3:48].C(=O)([O-])[O-].[Cs+].[Cs+]. (5) The reactants are: Cl.Cl.[Br:3][C:4]1[C:5]2[N:6]([CH:22]=[N:23][CH:24]=2)[C:7]([N:16]2[CH2:21][CH2:20][NH:19][CH2:18][CH2:17]2)=[C:8]([C:10]([N:12]([O:14][CH3:15])[CH3:13])=[O:11])[CH:9]=1.C(N(CC)C(C)C)(C)C.[C:34](OC(=O)C)(=[O:36])[CH3:35]. Given the product [C:34]([N:19]1[CH2:18][CH2:17][N:16]([C:7]2[N:6]3[CH:22]=[N:23][CH:24]=[C:5]3[C:4]([Br:3])=[CH:9][C:8]=2[C:10]([N:12]([O:14][CH3:15])[CH3:13])=[O:11])[CH2:21][CH2:20]1)(=[O:36])[CH3:35], predict the reactants needed to synthesize it. (6) The reactants are: C([O:8][CH2:9][CH2:10][NH:11][C:12]1[N:17]=[C:16]([C:18]([N:20]2[CH2:25][CH2:24][CH:23]([N:26]3[CH2:30][CH2:29][CH2:28][CH2:27]3)[CH2:22][CH2:21]2)=[O:19])[C:15]([CH3:31])=[CH:14][C:13]=1[C:32]1[CH:37]=[CH:36][CH:35]=[C:34]([C:38]([F:41])([F:40])[F:39])[CH:33]=1)C1C=CC=CC=1.Cl.[H][H]. Given the product [OH:8][CH2:9][CH2:10][NH:11][C:12]1[N:17]=[C:16]([C:18]([N:20]2[CH2:21][CH2:22][CH:23]([N:26]3[CH2:27][CH2:28][CH2:29][CH2:30]3)[CH2:24][CH2:25]2)=[O:19])[C:15]([CH3:31])=[CH:14][C:13]=1[C:32]1[CH:37]=[CH:36][CH:35]=[C:34]([C:38]([F:39])([F:41])[F:40])[CH:33]=1, predict the reactants needed to synthesize it. (7) Given the product [Cl:20][C:17]1[CH:18]=[CH:19][C:14]([CH:7]([NH:6][C:4]([CH2:3][NH:2][C:26](=[O:27])[C:25]2[CH:29]=[CH:30][C:22]([F:21])=[CH:23][CH:24]=2)=[O:5])[C:8]2[CH:13]=[CH:12][CH:11]=[CH:10][CH:9]=2)=[CH:15][CH:16]=1, predict the reactants needed to synthesize it. The reactants are: Cl.[NH2:2][CH2:3][C:4]([NH:6][CH:7]([C:14]1[CH:19]=[CH:18][C:17]([Cl:20])=[CH:16][CH:15]=1)[C:8]1[CH:13]=[CH:12][CH:11]=[CH:10][CH:9]=1)=[O:5].[F:21][C:22]1[CH:30]=[CH:29][C:25]([C:26](O)=[O:27])=[CH:24][CH:23]=1. (8) Given the product [Cl:8][C:9]1[CH:10]=[CH:11][C:12]([C:15]([OH:21])([C:2]2[CH:3]=[N:4][CH:5]=[CH:6][CH:7]=2)[C:16]([O:18][CH2:19][CH3:20])=[O:17])=[CH:13][CH:14]=1, predict the reactants needed to synthesize it. The reactants are: Br[C:2]1[CH:3]=[N:4][CH:5]=[CH:6][CH:7]=1.[Cl:8][C:9]1[CH:14]=[CH:13][C:12]([C:15](=[O:21])[C:16]([O:18][CH2:19][CH3:20])=[O:17])=[CH:11][CH:10]=1.[Cl-].[NH4+]. (9) Given the product [CH3:1][N:2]1[C:6]2=[CH:7][CH:8]=[C:9]3[C:14]([N:13]=[C:12]([C:29]4[CH:30]=[C:25]([CH:26]=[CH:27][CH:28]=4)[C:22]([NH2:23])=[O:24])[N:11]=[C:10]3[N:16]3[CH2:21][CH2:20][O:19][CH2:18][CH2:17]3)=[C:5]2[CH:4]=[CH:3]1, predict the reactants needed to synthesize it. The reactants are: [CH3:1][N:2]1[C:6]2=[CH:7][CH:8]=[C:9]3[C:14]([N:13]=[C:12](Cl)[N:11]=[C:10]3[N:16]3[CH2:21][CH2:20][O:19][CH2:18][CH2:17]3)=[C:5]2[CH:4]=[CH:3]1.[C:22]([C:25]1[CH:26]=[C:27](B(O)O)[CH:28]=[CH:29][CH:30]=1)(=[O:24])[NH2:23].C([O-])([O-])=O.[Na+].[Na+]. (10) Given the product [CH2:1]([O:3][C:4](=[O:14])[C:5]1[CH:10]=[C:9]([Cl:11])[N:8]=[C:7]([Cl:12])[C:6]=1[CH2:13][Br:19])[CH3:2], predict the reactants needed to synthesize it. The reactants are: [CH2:1]([O:3][C:4](=[O:14])[C:5]1[CH:10]=[C:9]([Cl:11])[N:8]=[C:7]([Cl:12])[C:6]=1[CH3:13])[CH3:2].C(O)(=O)C.[Br:19]N1C(=O)CCC1=O.C(OOC(=O)C1C=CC=CC=1)(=O)C1C=CC=CC=1.